From a dataset of Full USPTO retrosynthesis dataset with 1.9M reactions from patents (1976-2016). Predict the reactants needed to synthesize the given product. The reactants are: [O:1]=[C:2]([C:18]1[CH:23]=[CH:22][CH:21]=[CH:20][CH:19]=1)[CH2:3][CH2:4][CH2:5][CH2:6][N:7]1[C:15](=[O:16])[C:14]2[C:9](=[CH:10][CH:11]=[CH:12][CH:13]=2)[C:8]1=[O:17].CCCCCCC.CO. Given the product [OH:1][C@H:2]([C:18]1[CH:23]=[CH:22][CH:21]=[CH:20][CH:19]=1)[CH2:3][CH2:4][CH2:5][CH2:6][N:7]1[C:8](=[O:17])[C:9]2[C:14](=[CH:13][CH:12]=[CH:11][CH:10]=2)[C:15]1=[O:16], predict the reactants needed to synthesize it.